This data is from Forward reaction prediction with 1.9M reactions from USPTO patents (1976-2016). The task is: Predict the product of the given reaction. (1) Given the reactants COC(N[C@@H](C(C)C)C([N:9]1[C@@H:13]([CH3:14])[CH2:12][CH2:11][C@H:10]1[C:15]([O:17]CC)=[O:16])=O)=O.[Li+].[OH-], predict the reaction product. The product is: [CH3:14][CH:13]1[NH:9][CH:10]([C:15]([OH:17])=[O:16])[CH2:11][CH2:12]1. (2) The product is: [Cl:1][C:2]1[C:3]([CH2:13][OH:14])=[C:4]([C:8]2([OH:12])[CH2:9][CH2:10][CH2:11]2)[CH:5]=[CH:6][CH:7]=1. Given the reactants [Cl:1][C:2]1[C:3]([CH2:13][O:14]C2CCCCO2)=[C:4]([C:8]2([OH:12])[CH2:11][CH2:10][CH2:9]2)[CH:5]=[CH:6][CH:7]=1.CC1C=CC(S(O)(=O)=O)=CC=1, predict the reaction product. (3) Given the reactants Cl[C:2]1[N:13]=[CH:12][CH:11]=[CH:10][C:3]=1[C:4]([NH:6][CH2:7][C:8]#[CH:9])=[O:5].[NH2:14][C:15]1[CH:20]=[CH:19][CH:18]=[CH:17][CH:16]=1, predict the reaction product. The product is: [C:15]1([NH:14][C:2]2[N:13]=[CH:12][CH:11]=[CH:10][C:3]=2[C:4]([NH:6][CH2:7][C:8]#[CH:9])=[O:5])[CH:20]=[CH:19][CH:18]=[CH:17][CH:16]=1. (4) Given the reactants C([Li])CCC.Br[C:7]1[CH:8]=[C:9]([Cl:17])[C:10]2[O:14][CH:13]([CH3:15])[O:12][C:11]=2[CH:16]=1.Cl[Sn:19]([CH3:22])([CH3:21])[CH3:20], predict the reaction product. The product is: [Cl:17][C:9]1[C:10]2[O:14][CH:13]([CH3:15])[O:12][C:11]=2[CH:16]=[C:7]([Sn:19]([CH3:22])([CH3:21])[CH3:20])[CH:8]=1. (5) Given the reactants C(=O)([O-])[O-].[K+].[K+].[F:7][C:8]1[CH:20]=[C:19](F)[C:18]([F:22])=[CH:17][C:9]=1[C:10]([O:12][C:13]([CH3:16])([CH3:15])[CH3:14])=[O:11].[Cl:23][C:24]1[CH:25]=[C:26]([CH2:31][OH:32])[CH:27]=[N:28][C:29]=1[Cl:30], predict the reaction product. The product is: [Cl:23][C:24]1[CH:25]=[C:26]([CH2:31][O:32][C:19]2[C:18]([F:22])=[CH:17][C:9]([C:10]([O:12][C:13]([CH3:16])([CH3:15])[CH3:14])=[O:11])=[C:8]([F:7])[CH:20]=2)[CH:27]=[N:28][C:29]=1[Cl:30].